Dataset: Peptide-MHC class I binding affinity with 185,985 pairs from IEDB/IMGT. Task: Regression. Given a peptide amino acid sequence and an MHC pseudo amino acid sequence, predict their binding affinity value. This is MHC class I binding data. (1) The peptide sequence is SNFTSTTVK. The MHC is HLA-A30:02 with pseudo-sequence HLA-A30:02. The binding affinity (normalized) is 0. (2) The peptide sequence is RTDLEHDRV. The MHC is Mamu-B01 with pseudo-sequence Mamu-B01. The binding affinity (normalized) is 0. (3) The binding affinity (normalized) is 0.0847. The MHC is HLA-B15:01 with pseudo-sequence HLA-B15:01. The peptide sequence is WAPEGDIRL. (4) The peptide sequence is SPKIDRGWV. The MHC is HLA-A02:19 with pseudo-sequence HLA-A02:19. The binding affinity (normalized) is 0.0847. (5) The peptide sequence is VWAANELD. The MHC is HLA-B27:05 with pseudo-sequence HLA-B27:05. The binding affinity (normalized) is 0. (6) The MHC is HLA-A23:01 with pseudo-sequence HLA-A23:01. The peptide sequence is NETTQALQL. The binding affinity (normalized) is 0.0847.